Dataset: Peptide-MHC class I binding affinity with 185,985 pairs from IEDB/IMGT. Task: Regression. Given a peptide amino acid sequence and an MHC pseudo amino acid sequence, predict their binding affinity value. This is MHC class I binding data. (1) The peptide sequence is SALGFTGVY. The MHC is HLA-B15:02 with pseudo-sequence HLA-B15:02. The binding affinity (normalized) is 0.450. (2) The peptide sequence is PEDPIEVALY. The binding affinity (normalized) is 0.148. The MHC is HLA-A29:02 with pseudo-sequence HLA-A29:02. (3) The peptide sequence is GPATAQMAL. The MHC is HLA-A02:01 with pseudo-sequence HLA-A02:01. The binding affinity (normalized) is 0.0847. (4) The peptide sequence is IRQGLELTL. The MHC is Mamu-A07 with pseudo-sequence Mamu-A07. The binding affinity (normalized) is 0.348. (5) The binding affinity (normalized) is 0.0847. The peptide sequence is HWMDATFNI. The MHC is HLA-A69:01 with pseudo-sequence HLA-A69:01. (6) The peptide sequence is AHAGARVNL. The MHC is HLA-A23:01 with pseudo-sequence HLA-A23:01. The binding affinity (normalized) is 0.213.